This data is from NCI-60 drug combinations with 297,098 pairs across 59 cell lines. The task is: Regression. Given two drug SMILES strings and cell line genomic features, predict the synergy score measuring deviation from expected non-interaction effect. (1) Drug 1: CN(C)N=NC1=C(NC=N1)C(=O)N. Drug 2: C1CN(CCN1C(=O)CCBr)C(=O)CCBr. Cell line: CCRF-CEM. Synergy scores: CSS=21.2, Synergy_ZIP=-7.91, Synergy_Bliss=-14.2, Synergy_Loewe=-25.4, Synergy_HSA=-11.9. (2) Drug 1: CS(=O)(=O)OCCCCOS(=O)(=O)C. Drug 2: C1CC(=O)NC(=O)C1N2C(=O)C3=CC=CC=C3C2=O. Cell line: NCI-H460. Synergy scores: CSS=16.8, Synergy_ZIP=-2.72, Synergy_Bliss=1.09, Synergy_Loewe=-1.58, Synergy_HSA=-2.36.